The task is: Predict the reaction yield, written as a fraction of the theoretical maximum amount of product (1.0 means a 100% yield; for example, 0.34 means a 34% yield).. This data is from Reaction yield outcomes from USPTO patents with 853,638 reactions. (1) The product is [CH3:11][O:10][C:6]1[CH:5]=[C:4]([C:3](=[O:12])[CH2:15][CH2:16][CH2:17][CH3:18])[CH:9]=[CH:8][CH:7]=1. The reactants are CN(OC)[C:3](=[O:12])[C:4]1[CH:9]=[CH:8][CH:7]=[C:6]([O:10][CH3:11])[CH:5]=1.[CH2:15]([Mg]Cl)[CH2:16][CH2:17][CH3:18].Cl. The catalyst is C1COCC1. The yield is 0.960. (2) The reactants are [F:1][C:2]1[C:7]([F:8])=[C:6]([NH:9][C:10]2[CH:15]=[CH:14][C:13]([I:16])=[CH:12][C:11]=2[F:17])[C:5]([NH2:18])=[CH:4][CH:3]=1.[CH:19]([S:23](Cl)(=[O:25])=[O:24])([CH2:21][CH3:22])[CH3:20]. No catalyst specified. The product is [F:8][C:7]1[C:6]([NH:9][C:10]2[CH:15]=[CH:14][C:13]([I:16])=[CH:12][C:11]=2[F:17])=[C:5]([NH:18][S:23]([CH:19]([CH2:21][CH3:22])[CH3:20])(=[O:25])=[O:24])[CH:4]=[CH:3][C:2]=1[F:1]. The yield is 0.220. (3) The reactants are [CH2:1]([O:8][C:9]([NH:11][C@H:12]([CH2:16][CH:17]=[CH2:18])[C:13]([OH:15])=O)=[O:10])[C:2]1[CH:7]=[CH:6][CH:5]=[CH:4][CH:3]=1.CCN=C=NCCCN(C)C.Cl.C(OC(=O)N[C@H]1C[CH:43]=[CH:42][C@@H:41]([C:45]2[CH:50]=[CH:49][CH:48]=[CH:47][CH:46]=2)[N:40](C)[C:39]1=O)(C)(C)C. The catalyst is C(Cl)Cl.CN(C1C=CN=CC=1)C. The yield is 0.630. The product is [CH3:39][N:40]([CH:41]([C:45]1[CH:50]=[CH:49][CH:48]=[CH:47][CH:46]=1)[CH:42]=[CH2:43])[C:13]([C@H:12]([NH:11][C:9](=[O:10])[O:8][CH2:1][C:2]1[CH:3]=[CH:4][CH:5]=[CH:6][CH:7]=1)[CH2:16][CH:17]=[CH2:18])=[O:15]. (4) The reactants are Br[C:2]1[S:3][C:4]2[CH2:5][C:6]3[C:12]([C:13]4[CH:18]=[CH:17][C:16]([O:19][CH3:20])=[CH:15][CH:14]=4)=[N:11][N:10]([CH2:21][O:22][CH2:23][CH2:24][Si:25]([CH3:28])([CH3:27])[CH3:26])[C:7]=3[C:8]=2[CH:9]=1.[CH3:29][O:30][C:31]1[CH:36]=[C:35](B2OC(C)(C)C(C)(C)O2)[CH:34]=[CH:33][C:32]=1[OH:46].C([O-])([O-])=O.[Na+].[Na+]. The catalyst is C1(C)C=CC=CC=1.C(O)C.Cl[Pd](Cl)([P](C1C=CC=CC=1)(C1C=CC=CC=1)C1C=CC=CC=1)[P](C1C=CC=CC=1)(C1C=CC=CC=1)C1C=CC=CC=1. The product is [CH3:29][O:30][C:31]1[CH:36]=[C:35]([C:2]2[S:3][C:4]3[CH2:5][C:6]4[C:12]([C:13]5[CH:14]=[CH:15][C:16]([O:19][CH3:20])=[CH:17][CH:18]=5)=[N:11][N:10]([CH2:21][O:22][CH2:23][CH2:24][Si:25]([CH3:27])([CH3:28])[CH3:26])[C:7]=4[C:8]=3[CH:9]=2)[CH:34]=[CH:33][C:32]=1[OH:46]. The yield is 0.600. (5) The reactants are [C:1]1(=[O:11])[NH:5][C:4](=[O:6])[C:3]2=[CH:7][CH:8]=[CH:9][CH:10]=[C:2]12.C([O-])([O-])=O.[K+].[K+].[C@@H]1(N)CCCC[C@H]1N.CCCCCCCCCCCC.I[C:39]1[CH:40]=[C:41]([CH3:46])[CH:42]=[C:43]([CH3:45])[CH:44]=1. The catalyst is [Cu]I.O1CCOCC1. The product is [CH3:46][C:41]1[CH:40]=[C:39]([N:5]2[C:1](=[O:11])[C:2]3=[CH:10][CH:9]=[CH:8][CH:7]=[C:3]3[C:4]2=[O:6])[CH:44]=[C:43]([CH3:45])[CH:42]=1. The yield is 0.130. (6) The catalyst is O1CCCC1.C(O)C.[C].[Pd]. The reactants are [CH3:1][CH:2]1[CH2:7][CH2:6][CH:5]([NH:8][S:9]([NH:12]C(=O)OCC2C=CC=CC=2)(=[O:11])=[O:10])[CH2:4][CH2:3]1. The yield is 0.860. The product is [CH3:1][CH:2]1[CH2:7][CH2:6][CH:5]([NH:8][S:9]([NH2:12])(=[O:11])=[O:10])[CH2:4][CH2:3]1. (7) The reactants are [NH2:1][C:2]1[N:7]=[CH:6][N:5]=[C:4]2[N:8]([CH:12]([C:14]3[O:15][C:16]4[C:21]([C:22](=[O:31])[C:23]=3[C:24]3[CH:29]=[CH:28][CH:27]=[C:26]([F:30])[CH:25]=3)=[CH:20][CH:19]=[CH:18][CH:17]=4)[CH3:13])[N:9]=[C:10](I)[C:3]=12.[NH:32]1[C:40]2[CH:39]=[CH:38][CH:37]=[C:36](B3OC(C)(C)C(C)(C)O3)[C:35]=2[CH:34]=[N:33]1.C(=O)([O-])[O-].[Na+].[Na+].ClCCl. The catalyst is CN(C=O)C.C(O)C.O. The product is [NH2:1][C:2]1[N:7]=[CH:6][N:5]=[C:4]2[N:8]([CH:12]([C:14]3[O:15][C:16]4[C:21]([C:22](=[O:31])[C:23]=3[C:24]3[CH:29]=[CH:28][CH:27]=[C:26]([F:30])[CH:25]=3)=[CH:20][CH:19]=[CH:18][CH:17]=4)[CH3:13])[N:9]=[C:10]([C:36]3[CH:37]=[CH:38][CH:39]=[C:40]4[C:35]=3[CH:34]=[N:33][NH:32]4)[C:3]=12. The yield is 0.130. (8) The reactants are [Cl:1][C:2]1[CH:3]=[CH:4][C:5]([NH:8][C:9](=[O:17])[C:10]2[CH:15]=[CH:14][CH:13]=[CH:12][C:11]=2[OH:16])=[N:6][CH:7]=1.[C:18]([O:22][C:23]([N:25]1[CH2:30][CH2:29][CH:28]([CH2:31]O)[CH2:27][CH2:26]1)=[O:24])([CH3:21])([CH3:20])[CH3:19].C1(P(C2C=CC=CC=2)C2C=CC=CC=2)C=CC=CC=1.[N+](C(OCC)=O)(C(OCC)=O)=[N-]. The catalyst is C1COCC1. The product is [Cl:1][C:2]1[CH:3]=[CH:4][C:5]([NH:8][C:9](=[O:17])[C:10]2[CH:15]=[CH:14][CH:13]=[CH:12][C:11]=2[O:16][CH2:31][CH:28]2[CH2:29][CH2:30][N:25]([C:23]([O:22][C:18]([CH3:19])([CH3:21])[CH3:20])=[O:24])[CH2:26][CH2:27]2)=[N:6][CH:7]=1. The yield is 0.400.